From a dataset of CYP1A2 inhibition data for predicting drug metabolism from PubChem BioAssay. Regression/Classification. Given a drug SMILES string, predict its absorption, distribution, metabolism, or excretion properties. Task type varies by dataset: regression for continuous measurements (e.g., permeability, clearance, half-life) or binary classification for categorical outcomes (e.g., BBB penetration, CYP inhibition). Dataset: cyp1a2_veith. (1) The molecule is CCCCOc1ccc(/C=C/C(=O)NCCc2nc3ccccc3[nH]2)cc1. The result is 0 (non-inhibitor). (2) The molecule is COc1ccc(-c2cc(C(F)(F)F)nc(SCc3cccc(C(=O)O)c3)n2)cc1. The result is 1 (inhibitor). (3) The molecule is CC(=O)N1CCC2(CCCN(Cc3ccccc3)C2)CC1. The result is 0 (non-inhibitor). (4) The molecule is NC(=O)C/C=C\CC(N)=O. The result is 0 (non-inhibitor). (5) The drug is CCCCn1c(SC(C)C(=O)c2ccc(OC)cc2)nc2cc(S(N)(=O)=O)ccc21. The result is 1 (inhibitor). (6) The molecule is CCOC(=O)c1c(C)nc2c(c1-c1ccccc1)C(=O)CC(C)(C)C2. The result is 1 (inhibitor). (7) The molecule is C#CCCCO/N=C1/C[C@@H](O)[C@@H](O)[C@H]2[C@@H]1CC[C@@H]1C(=O)N(CCC(=O)OCC)C(=O)[C@H]12. The result is 0 (non-inhibitor).